Dataset: Peptide-MHC class I binding affinity with 185,985 pairs from IEDB/IMGT. Task: Regression. Given a peptide amino acid sequence and an MHC pseudo amino acid sequence, predict their binding affinity value. This is MHC class I binding data. (1) The peptide sequence is CINGVSWTV. The MHC is HLA-A02:01 with pseudo-sequence HLA-A02:01. The binding affinity (normalized) is 0.339. (2) The peptide sequence is LTYSQLMTL. The MHC is HLA-A02:01 with pseudo-sequence HLA-A02:01. The binding affinity (normalized) is 0.498. (3) The peptide sequence is VGINMSKKK. The MHC is HLA-A68:01 with pseudo-sequence HLA-A68:01. The binding affinity (normalized) is 0. (4) The peptide sequence is LASCMGLIY. The MHC is HLA-A29:02 with pseudo-sequence HLA-A29:02. The binding affinity (normalized) is 0.716. (5) The peptide sequence is LVESGGGL. The MHC is HLA-A02:06 with pseudo-sequence HLA-A02:06. The binding affinity (normalized) is 0. (6) The peptide sequence is MVMTTTANW. The MHC is HLA-A32:01 with pseudo-sequence HLA-A32:01. The binding affinity (normalized) is 0.698.